Dataset: Reaction yield outcomes from USPTO patents with 853,638 reactions. Task: Predict the reaction yield, written as a fraction of the theoretical maximum amount of product (1.0 means a 100% yield; for example, 0.34 means a 34% yield). (1) The reactants are [NH2:1][CH2:2][CH2:3][O:4][C:5]1[C:15]2[CH2:14][CH2:13][N:12]([C:16](=[O:21])[C:17]([F:20])([F:19])[F:18])[CH2:11][CH2:10][C:9]=2[CH:8]=[CH:7][C:6]=1[Cl:22].[F:23][C:24]1[CH:32]=[CH:31][CH:30]=[CH:29][C:25]=1[C:26](Cl)=[O:27].C(N(CC)CC)C.Cl. The catalyst is C(Cl)Cl. The product is [Cl:22][C:6]1[CH:7]=[CH:8][C:9]2[CH2:10][CH2:11][N:12]([C:16](=[O:21])[C:17]([F:19])([F:18])[F:20])[CH2:13][CH2:14][C:15]=2[C:5]=1[O:4][CH2:3][CH2:2][NH:1][C:26](=[O:27])[C:25]1[CH:29]=[CH:30][CH:31]=[CH:32][C:24]=1[F:23]. The yield is 0.820. (2) The reactants are [NH2:1][C:2]1[C:7](Br)=[N:6][C:5]([Br:9])=[CH:4][N:3]=1.[Cl:10][C:11]1[C:18]([F:19])=[CH:17][CH:16]=[C:15]([F:20])[C:12]=1[CH2:13][NH2:14].C(N(C(C)C)CC)C. The catalyst is CCCCO. The product is [Br:9][C:5]1[N:6]=[C:7]([NH:14][CH2:13][C:12]2[C:15]([F:20])=[CH:16][CH:17]=[C:18]([F:19])[C:11]=2[Cl:10])[C:2]([NH2:1])=[N:3][CH:4]=1. The yield is 0.700. (3) The catalyst is ClCCl.C(OCC)(=O)C. The yield is 0.640. The product is [CH2:1]([C:3]1[N:8]([C:9]2[CH:10]=[CH:11][C:12]([O:15][CH:16]3[CH2:20][CH2:19][C:18](=[O:21])[CH2:17]3)=[CH:13][CH:14]=2)[C:7](=[O:22])[C:6]([CH2:23][C:24]2[CH:29]=[CH:28][C:27]([C:30]3[CH:35]=[CH:34][CH:33]=[CH:32][C:31]=3[C:36]3[NH:40][C:39](=[O:41])[O:38][N:37]=3)=[CH:26][CH:25]=2)=[C:5]([CH2:42][CH2:43][CH3:44])[N:4]=1)[CH3:2]. The reactants are [CH2:1]([C:3]1[N:8]([C:9]2[CH:14]=[CH:13][C:12]([O:15][CH:16]3[CH2:20][CH2:19][CH:18]([OH:21])[CH2:17]3)=[CH:11][CH:10]=2)[C:7](=[O:22])[C:6]([CH2:23][C:24]2[CH:29]=[CH:28][C:27]([C:30]3[CH:35]=[CH:34][CH:33]=[CH:32][C:31]=3[C:36]3[NH:40][C:39](=[O:41])[O:38][N:37]=3)=[CH:26][CH:25]=2)=[C:5]([CH2:42][CH2:43][CH3:44])[N:4]=1)[CH3:2].CC(OI1(OC(C)=O)(OC(C)=O)OC(=O)C2C1=CC=CC=2)=O. (4) The reactants are Br[CH2:2][C:3]([C:5]1[CH:10]=[CH:9][CH:8]=[C:7]([O:11][CH3:12])[CH:6]=1)=O.[NH2:13][C:14]([NH2:16])=[S:15]. The catalyst is C(O)C. The product is [CH3:12][O:11][C:7]1[CH:6]=[C:5]([C:3]2[N:13]=[C:14]([NH2:16])[S:15][CH:2]=2)[CH:10]=[CH:9][CH:8]=1. The yield is 0.943. (5) The product is [C:1]([O:5][C:6]([NH:8][CH2:16][C:15]1[C:14]([Br:17])=[CH:13][CH:12]=[CH:11][C:10]=1[C:9]([OH:18])=[O:19])=[O:7])([CH3:4])([CH3:3])[CH3:2]. The reactants are [C:1]([O:5][C:6]([N:8]1[CH2:16][C:15]2[C:10](=[CH:11][CH:12]=[CH:13][C:14]=2[Br:17])[C:9]1=[O:18])=[O:7])([CH3:4])([CH3:3])[CH3:2].[OH-:19].[Li+]. The catalyst is O1CCCC1.C(OCC)C. The yield is 0.860. (6) The reactants are Cl[C:2]1[N:7]=[C:6]([NH:8][C@@H:9]([C:12]2[CH:17]=[CH:16][CH:15]=[CH:14][CH:13]=2)[CH2:10][OH:11])[CH:5]=[C:4]([C:18]2[CH:23]=[CH:22][CH:21]=[CH:20][CH:19]=2)[N:3]=1.[CH3:24][O:25][C:26]([C:28]1([C:32]2[CH:37]=[CH:36][C:35]([NH2:38])=[CH:34][CH:33]=2)[CH2:31][CH2:30][CH2:29]1)=[O:27]. The catalyst is C(O)CCC. The product is [CH3:24][O:25][C:26]([C:28]1([C:32]2[CH:33]=[CH:34][C:35]([NH:38][C:2]3[N:7]=[C:6]([NH:8][C@@H:9]([C:12]4[CH:17]=[CH:16][CH:15]=[CH:14][CH:13]=4)[CH2:10][OH:11])[CH:5]=[C:4]([C:18]4[CH:23]=[CH:22][CH:21]=[CH:20][CH:19]=4)[N:3]=3)=[CH:36][CH:37]=2)[CH2:29][CH2:30][CH2:31]1)=[O:27]. The yield is 0.750. (7) The reactants are Cl[C:2]1[N:7]=[C:6]([NH:8][C:9]2[CH:10]=[C:11]3[C:15](=[CH:16][CH:17]=2)[NH:14][N:13]=[CH:12]3)[C:5]([CH3:18])=[CH:4][N:3]=1.[CH:19]1([NH:22][C:23](=[O:42])[CH2:24][O:25][C:26]2[CH:31]=[C:30](B3OC(C)(C)C(C)(C)O3)[CH:29]=[C:28]([F:41])[CH:27]=2)[CH2:21][CH2:20]1.[F-].[Cs+]. The yield is 0.100. The catalyst is O1CCOCC1.O.C(Cl)Cl.C1C=CC(P(C2C=CC=CC=2)[C-]2C=CC=C2)=CC=1.C1C=CC(P(C2C=CC=CC=2)[C-]2C=CC=C2)=CC=1.Cl[Pd]Cl.[Fe+2]. The product is [NH:14]1[C:15]2[C:11](=[CH:10][C:9]([NH:8][C:6]3[C:5]([CH3:18])=[CH:4][N:3]=[C:2]([C:30]4[CH:31]=[C:26]([CH:27]=[C:28]([F:41])[CH:29]=4)[O:25][CH2:24][C:23]([NH:22][CH:19]4[CH2:21][CH2:20]4)=[O:42])[N:7]=3)=[CH:17][CH:16]=2)[CH:12]=[N:13]1. (8) The reactants are [C:1]([N:5]1[C:9]2=[N:10][C:11]([Cl:15])=[N:12][C:13](Cl)=[C:8]2[CH:7]=[N:6]1)([CH3:4])([CH3:3])[CH3:2].[O:16]1[CH2:21][CH2:20][CH:19]([NH2:22])[CH2:18][CH2:17]1. The catalyst is CO.O. The product is [C:1]([N:5]1[C:9]2=[N:10][C:11]([Cl:15])=[N:12][C:13]([NH:22][CH:19]3[CH2:20][CH2:21][O:16][CH2:17][CH2:18]3)=[C:8]2[CH:7]=[N:6]1)([CH3:4])([CH3:3])[CH3:2]. The yield is 0.850.